Dataset: Catalyst prediction with 721,799 reactions and 888 catalyst types from USPTO. Task: Predict which catalyst facilitates the given reaction. (1) Reactant: [C:1]12([CH2:11][CH2:12][OH:13])[CH2:10][CH:5]3[CH2:6][CH:7]([CH2:9][CH:3]([CH2:4]3)[CH2:2]1)[CH2:8]2.C1N=CN([C:19]([N:21]2C=N[CH:23]=[CH:22]2)=[O:20])C=1.NCC1[CH:33]=[CH:32][C:31](/[CH:34]=[CH:35]/[C:36]([O:38][CH3:39])=[O:37])=[CH:30][CH:29]=1.Cl.C1CCN2C(=NCCC2)CC1.CCN(C(C)C)C(C)C. Product: [C:1]12([CH2:11][CH2:12][O:13][C:19]([NH:21][CH2:22][C:23]3[CH:29]=[CH:30][C:31](/[CH:34]=[CH:35]/[C:36]([O:38][CH3:39])=[O:37])=[CH:32][CH:33]=3)=[O:20])[CH2:8][CH:7]3[CH2:6][CH:5]([CH2:4][CH:3]([CH2:9]3)[CH2:2]1)[CH2:10]2. The catalyst class is: 20. (2) The catalyst class is: 163. Product: [Br:60][C:61]1[CH:67]=[CH:66][C:64]([NH:65][C:28]([C:26]2[C:25]([O:31][CH2:32][CH:33]([F:34])[F:35])=[CH:24][C:21]3[N:22]([CH3:23])[C:18]([NH:17][C:3]4[CH:4]=[C:5]([CH2:8][NH:9][C:10]([O:12][C:13]([CH3:14])([CH3:16])[CH3:15])=[O:11])[CH:6]=[CH:7][C:2]=4[Cl:1])=[N:19][C:20]=3[CH:27]=2)=[O:29])=[CH:63][CH:62]=1. Reactant: [Cl:1][C:2]1[CH:7]=[CH:6][C:5]([CH2:8][NH:9][C:10]([O:12][C:13]([CH3:16])([CH3:15])[CH3:14])=[O:11])=[CH:4][C:3]=1[NH:17][C:18]1[N:22]([CH3:23])[C:21]2[CH:24]=[C:25]([O:31][CH2:32][CH:33]([F:35])[F:34])[C:26]([C:28](O)=[O:29])=[CH:27][C:20]=2[N:19]=1.CN(C(ON1N=NC2C=CC=CC1=2)=[N+](C)C)C.F[P-](F)(F)(F)(F)F.[Br:60][C:61]1[CH:67]=[CH:66][C:64]([NH2:65])=[CH:63][CH:62]=1. (3) Reactant: [CH3:1][C@:2]12[CH2:19][CH2:18][C@H:17]3[C@@H:7]([CH2:8][CH2:9][C:10]4[C@:15]3([CH3:16])[CH2:14][CH2:13][C:12](=[O:20])[CH:11]=4)[C@@H:6]1[CH2:5][CH:4]=[CH:3]2.C(Cl)Cl.C(OCC)(=O)C. Product: [CH3:1][C@:2]12[CH2:19][CH2:18][C@H:17]3[C@@H:7]([CH2:8][CH2:9][C:10]4[C@:15]3([CH3:16])[CH2:14][CH2:13][C@@H:12]([OH:20])[CH:11]=4)[C@@H:6]1[CH2:5][CH:4]=[CH:3]2. The catalyst class is: 1. (4) Reactant: [F:1][C:2]([F:14])([F:13])[C:3]1[S:7][CH:6]=[N:5][C:4]=1[C:8]([O:10]CC)=[O:9].[OH-].[Na+]. Product: [F:14][C:2]([F:1])([F:13])[C:3]1[S:7][CH:6]=[N:5][C:4]=1[C:8]([OH:10])=[O:9]. The catalyst class is: 38. (5) Reactant: [Cl:1][C:2]1[CH:7]=[CH:6][C:5]([F:8])=[CH:4][C:3]=1[O:9][C:10]1[CH:15]=[CH:14][C:13]([N+:16]([O-])=O)=[CH:12][CH:11]=1.[Cl-].[NH4+]. Product: [Cl:1][C:2]1[CH:7]=[CH:6][C:5]([F:8])=[CH:4][C:3]=1[O:9][C:10]1[CH:11]=[CH:12][C:13]([NH2:16])=[CH:14][CH:15]=1. The catalyst class is: 190. (6) Reactant: Br[C:2]1[N:7]=[CH:6][C:5]([NH:8][C:9](=[O:31])[CH2:10][N:11]2[C@@H:15]([CH2:16][CH:17]([CH3:19])[CH3:18])[CH2:14][N:13]([C:20]3[CH:21]=[N:22][C:23]([C:26]([F:29])([F:28])[F:27])=[CH:24][CH:25]=3)[C:12]2=[O:30])=[CH:4][CH:3]=1.[CH:32]1(B(O)O)[CH2:34][CH2:33]1.C1(P(C2C=CC=CC=2)C2C=CC=CC=2)C=CC=CC=1.C(=O)([O-])[O-].[K+].[K+]. Product: [CH:32]1([C:2]2[N:7]=[CH:6][C:5]([NH:8][C:9](=[O:31])[CH2:10][N:11]3[C@@H:15]([CH2:16][CH:17]([CH3:19])[CH3:18])[CH2:14][N:13]([C:20]4[CH:21]=[N:22][C:23]([C:26]([F:27])([F:28])[F:29])=[CH:24][CH:25]=4)[C:12]3=[O:30])=[CH:4][CH:3]=2)[CH2:34][CH2:33]1. The catalyst class is: 498. (7) Reactant: [CH2:1]([S:3]([O-:5])=[O:4])[CH3:2].[Na+].[Cl:7][C:8]1[N:13]=[C:12]([N:14]2[CH2:19][CH2:18][O:17][CH2:16][C@H:15]2[CH3:20])[CH:11]=[C:10]([CH2:21]I)[N:9]=1. Product: [Cl:7][C:8]1[N:13]=[C:12]([N:14]2[CH2:19][CH2:18][O:17][CH2:16][C@H:15]2[CH3:20])[CH:11]=[C:10]([CH2:21][S:3]([CH2:1][CH3:2])(=[O:5])=[O:4])[N:9]=1. The catalyst class is: 23.